From a dataset of Peptide-MHC class II binding affinity with 134,281 pairs from IEDB. Regression. Given a peptide amino acid sequence and an MHC pseudo amino acid sequence, predict their binding affinity value. This is MHC class II binding data. (1) The peptide sequence is LVKFVAGDGDVVAVD. The MHC is DRB1_0301 with pseudo-sequence DRB1_0301. The binding affinity (normalized) is 0.268. (2) The peptide sequence is PQPQLPYPQ. The MHC is DRB1_1201 with pseudo-sequence DRB1_1201. The binding affinity (normalized) is 0.0432. (3) The peptide sequence is EKKYFAATQFERLAA. The MHC is HLA-DPA10301-DPB10402 with pseudo-sequence HLA-DPA10301-DPB10402. The binding affinity (normalized) is 0.957.